This data is from Forward reaction prediction with 1.9M reactions from USPTO patents (1976-2016). The task is: Predict the product of the given reaction. (1) The product is: [CH2:5]([O:11][C:10]1[CH:9]=[CH:8][C:4]([C:5]([OH:7])=[O:6])=[CH:3][C:2]=1[F:1])[C:4]1[CH:8]=[CH:9][CH:10]=[CH:2][CH:3]=1. Given the reactants [F:1][C:2]1[CH:3]=[C:4]([CH:8]=[CH:9][C:10]=1[OH:11])[C:5]([OH:7])=[O:6].S(=O)(=O)(O)O, predict the reaction product. (2) Given the reactants C([O:3][C:4]([C:6]1[C:15](=[O:16])[C:14]2[C:9](=[CH:10][C:11]([Cl:18])=[C:12]([F:17])[CH:13]=2)[N:8]([C:19]2[CH:24]=[CH:23][C:22]([F:25])=[CH:21][C:20]=2[F:26])[CH:7]=1)=[O:5])C, predict the reaction product. The product is: [Cl:18][C:11]1[CH:10]=[C:9]2[C:14]([C:15](=[O:16])[C:6]([C:4]([OH:5])=[O:3])=[CH:7][N:8]2[C:19]2[CH:24]=[CH:23][C:22]([F:25])=[CH:21][C:20]=2[F:26])=[CH:13][C:12]=1[F:17]. (3) Given the reactants [F:1][C:2]1[CH:7]=[C:6]([F:8])[CH:5]=[CH:4][C:3]=1[C:9]([OH:29])([CH2:23][N:24]1[CH:28]=[N:27][CH:26]=[N:25]1)[CH2:10][N:11]1[C:19]2[C:14](=[CH:15][C:16]([N+:20]([O-])=O)=[CH:17][CH:18]=2)[CH:13]=[N:12]1.[H][H], predict the reaction product. The product is: [NH2:20][C:16]1[CH:15]=[C:14]2[C:19](=[CH:18][CH:17]=1)[N:11]([CH2:10][C:9]([C:3]1[CH:4]=[CH:5][C:6]([F:8])=[CH:7][C:2]=1[F:1])([OH:29])[CH2:23][N:24]1[CH:28]=[N:27][CH:26]=[N:25]1)[N:12]=[CH:13]2. (4) Given the reactants [CH2:1]=[CH:2][C:3]1[CH:8]=[CH:7][CH:6]=[CH:5][CH:4]=1.[C:9]([O:13][CH2:14][CH2:15][CH2:16][CH3:17])(=[O:12])[CH:10]=[CH2:11].C(O)(=O)C=C.S(OOS([O-])(=O)=O)([O-])(=O)=O.[NH4+].[NH4+], predict the reaction product. The product is: [CH2:1]=[CH:2][C:3]1[CH:8]=[CH:7][CH:6]=[CH:5][CH:4]=1.[CH3:5][CH2:6][CH2:7][CH2:8][CH:3]([CH2:4][O:13][C:9]([CH:10]=[CH2:11])=[O:12])[CH2:2][CH3:1].[CH3:17][CH2:16][CH2:15][CH2:14][O:13][C:9]([CH:10]=[CH2:11])=[O:12]. (5) Given the reactants C([O:4][CH:5](OC(C)C)[C:6]([CH3:27])([CH3:26])[C:7](=[O:25])[C@H:8]([CH3:24])[C@@H:9]([O:15][C:16]([O:18][CH2:19][C:20]([Cl:23])([Cl:22])[Cl:21])=[O:17])[C@@H:10]([CH3:14])[CH2:11][CH:12]=[CH2:13])(C)C.O.C1(C)C=CC(S(O)(=O)=O)=CC=1.C([O-])(O)=O.[Na+], predict the reaction product. The product is: [O:25]=[C:7]([C@H:8]([CH3:24])[C@@H:9]([O:15][C:16]([O:18][CH2:19][C:20]([Cl:21])([Cl:22])[Cl:23])=[O:17])[C@@H:10]([CH3:14])[CH2:11][CH:12]=[CH2:13])[C:6]([CH3:27])([CH3:26])[CH:5]=[O:4]. (6) The product is: [Cl:3][C:4]1[CH:9]=[CH:8][C:7]([O:10][CH:12]2[CH2:16][CH2:15][O:14][C:13]2=[O:17])=[CH:6][CH:5]=1. Given the reactants [F-].[Cs+].[Cl:3][C:4]1[CH:9]=[CH:8][C:7]([OH:10])=[CH:6][CH:5]=1.Br[CH:12]1[CH2:16][CH2:15][O:14][C:13]1=[O:17].O, predict the reaction product. (7) Given the reactants N1C2C=CC=C(N)C=2N=[CH:2]1.[N+:11]([C:14]1[CH:19]=[CH:18][CH:17]=[C:16]([NH2:20])[C:15]=1[NH2:21])([O-:13])=[O:12].O.C1(C)C=CC(S(O)(=O)=O)=CC=1.Cl.[OH-].[Na+], predict the reaction product. The product is: [N+:11]([C:14]1[C:15]2[NH:21][CH:2]=[N:20][C:16]=2[CH:17]=[CH:18][CH:19]=1)([O-:13])=[O:12]. (8) Given the reactants ClC1C=C(SCC(O)=O)C=CC=1.[Cl:13][C:14]1[CH:19]=[CH:18][CH:17]=[CH:16][C:15]=1[SH:20].Br[CH2:22][CH2:23][CH2:24][CH2:25][C:26]([O:28]CC)=[O:27].[OH-].[K+], predict the reaction product. The product is: [Cl:13][C:14]1[CH:19]=[CH:18][CH:17]=[CH:16][C:15]=1[S:20][CH2:22][CH2:23][CH2:24][CH2:25][C:26]([OH:28])=[O:27]. (9) Given the reactants [Cl:1][C:2]1[CH:3]=[N:4][C:5]2[C:10]([C:11]=1OS(C(F)(F)F)(=O)=O)=[N:9][C:8]([O:20][CH3:21])=[CH:7][CH:6]=2.C(=O)([O-])[O-].[K+].[K+].[CH:28](B)=[CH2:29], predict the reaction product. The product is: [Cl:1][C:2]1[C:11]([CH:28]=[CH2:29])=[C:10]2[C:5]([CH:6]=[CH:7][C:8]([O:20][CH3:21])=[N:9]2)=[N:4][CH:3]=1.